This data is from Full USPTO retrosynthesis dataset with 1.9M reactions from patents (1976-2016). The task is: Predict the reactants needed to synthesize the given product. (1) Given the product [CH3:36][S:37]([O:1][CH2:2][CH2:3][C:4]1[C:5]([C:25]([F:26])([F:28])[F:27])=[N:6][N:7]([CH2:9][C:10]([NH:12][C:13]2[S:17][C:16]3[CH2:18][CH2:19][CH2:20][CH2:21][C:15]=3[C:14]=2[C:22](=[O:23])[NH2:24])=[O:11])[CH:8]=1)(=[O:39])=[O:38], predict the reactants needed to synthesize it. The reactants are: [OH:1][CH2:2][CH2:3][C:4]1[C:5]([C:25]([F:28])([F:27])[F:26])=[N:6][N:7]([CH2:9][C:10]([NH:12][C:13]2[S:17][C:16]3[CH2:18][CH2:19][CH2:20][CH2:21][C:15]=3[C:14]=2[C:22]([NH2:24])=[O:23])=[O:11])[CH:8]=1.C(N(CC)CC)C.[CH3:36][S:37](Cl)(=[O:39])=[O:38].O. (2) The reactants are: [Cl:1][C:2]1[CH:7]=[CH:6][C:5]([F:8])=[CH:4][C:3]=1[N:9]1[CH2:13][CH:12]2[CH2:14][N:15]([C:17]3[CH2:21][CH:20]([C:22]([NH2:24])=O)[O:19][N:18]=3)[CH2:16][CH:11]2[CH2:10]1.C(N(CC)CC)C.FC(F)(F)C(OC(=O)C(F)(F)F)=O.C([O-])(O)=O.[Na+]. Given the product [Cl:1][C:2]1[CH:7]=[CH:6][C:5]([F:8])=[CH:4][C:3]=1[N:9]1[CH2:10][CH:11]2[CH2:16][N:15]([C:17]3[CH:21]=[C:20]([C:22]#[N:24])[O:19][N:18]=3)[CH2:14][CH:12]2[CH2:13]1, predict the reactants needed to synthesize it. (3) Given the product [F:12][C:13]([F:24])([F:23])[C:14]1[CH:19]=[CH:18][CH:17]=[CH:16][C:15]=1[C:2]1[CH:10]=[CH:9][CH:8]=[C:7]2[C:3]=1[C:4]([NH2:11])=[N:5][NH:6]2, predict the reactants needed to synthesize it. The reactants are: Cl[C:2]1[CH:10]=[CH:9][CH:8]=[C:7]2[C:3]=1[C:4]([NH2:11])=[N:5][NH:6]2.[F:12][C:13]([F:24])([F:23])[C:14]1[CH:19]=[CH:18][CH:17]=[CH:16][C:15]=1B(O)O.P([O-])([O-])([O-])=O.[K+].[K+].[K+]. (4) Given the product [C:39]([CH2:38][NH:43][C:30](=[O:31])[C:29]1[CH:33]=[CH:34][C:26]([C:24]2[CH:23]=[CH:22][N:21]=[C:20]([NH:19][C:16]3[CH:17]=[CH:18][C:13]([N:10]4[CH2:9][CH2:8][CH:7]([N:3]5[CH2:4][CH2:5][CH2:6][C:2]5=[O:1])[CH2:12][CH2:11]4)=[CH:14][CH:15]=3)[N:25]=2)=[CH:27][CH:28]=1)#[N:41], predict the reactants needed to synthesize it. The reactants are: [O:1]=[C:2]1[CH2:6][CH2:5][CH2:4][N:3]1[CH:7]1[CH2:12][CH2:11][N:10]([C:13]2[CH:18]=[CH:17][C:16]([NH:19][C:20]3[N:25]=[C:24]([C:26]4[CH:34]=[CH:33][C:29]([C:30](O)=[O:31])=[CH:28][CH:27]=4)[CH:23]=[CH:22][N:21]=3)=[CH:15][CH:14]=2)[CH2:9][CH2:8]1.C1C=C[C:38]2[N:43](O)N=[N:41][C:39]=2C=1.CCN=C=NCCCN(C)C.Cl.Cl.NCC#N.C(N(CC)CC)C. (5) Given the product [F:12][C:13]1[C:14]([N:23]2[C:27]([CH3:28])=[C:26]([C:29]([NH:15][C:14]3[CH:7]=[N:8][C:11]([C:26]4[CH2:25][CH2:2][CH:1]([OH:5])[CH2:28][CH:27]=4)=[C:18]([CH3:17])[CH:13]=3)=[O:31])[CH:25]=[N:24]2)=[N:15][CH:16]=[C:17]([C:19]([F:20])([F:21])[F:22])[CH:18]=1, predict the reactants needed to synthesize it. The reactants are: [C:1](Cl)(=[O:5])[C:2](Cl)=O.[CH3:7][N:8]([CH3:11])C=O.[F:12][C:13]1[C:14]([N:23]2[C:27]([CH3:28])=[C:26]([C:29]([OH:31])=O)[CH:25]=[N:24]2)=[N:15][CH:16]=[C:17]([C:19]([F:22])([F:21])[F:20])[CH:18]=1. (6) The reactants are: [OH:1][CH2:2][C@@H:3]([N:5]1[C:14]2[C:9](=[CH:10][C:11](I)=[CH:12][CH:13]=2)[C:8](=[O:16])[C:7]([C:17]([O:19][CH2:20][CH3:21])=[O:18])=[CH:6]1)[CH3:4].[CH2:22]([NH:24][C:25]([NH:27][C:28]1[CH:33]=[C:32]([C:34]2[S:35][CH:36]=[C:37]([C:39]([F:42])([F:41])[F:40])[N:38]=2)[C:31](B2OC(C)(C)C(C)(C)O2)=[CH:30][N:29]=1)=[O:26])[CH3:23].C(=O)([O-])[O-].[K+].[K+]. Given the product [CH2:22]([NH:24][C:25](=[O:26])[NH:27][C:28]1[N:29]=[CH:30][C:31]([C:11]2[CH:10]=[C:9]3[C:14](=[CH:13][CH:12]=2)[N:5]([C@@H:3]([CH3:4])[CH2:2][OH:1])[CH:6]=[C:7]([C:17]([O:19][CH2:20][CH3:21])=[O:18])[C:8]3=[O:16])=[C:32]([C:34]2[S:35][CH:36]=[C:37]([C:39]([F:42])([F:41])[F:40])[N:38]=2)[CH:33]=1)[CH3:23], predict the reactants needed to synthesize it. (7) Given the product [ClH:30].[Cl:30][C:25]1[C:24]([S:21]([N:12]2[C:13]([C:15]3[CH:20]=[CH:19][CH:18]=[CH:17][CH:16]=3)=[CH:14][C:10]([CH2:9][NH:7][CH3:6])=[CH:11]2)(=[O:22])=[O:23])=[CH:29][CH:28]=[CH:27][N:26]=1, predict the reactants needed to synthesize it. The reactants are: C(O[C:6](=O)[N:7]([CH2:9][C:10]1[CH:14]=[C:13]([C:15]2[CH:20]=[CH:19][CH:18]=[CH:17][CH:16]=2)[N:12]([S:21]([C:24]2[C:25]([Cl:30])=[N:26][CH:27]=[CH:28][CH:29]=2)(=[O:23])=[O:22])[CH:11]=1)C)(C)(C)C.C(OCC)(=O)C.Cl. (8) Given the product [Cl:9][C:10]1[C:15]([N:16]2[CH2:21][CH2:20][N:19]([CH2:22][CH2:23][N:24]([CH3:25])[S:33]([C:30]3[CH:31]=[CH:32][C:27]([F:26])=[CH:28][CH:29]=3)(=[O:35])=[O:34])[CH2:18][CH2:17]2)=[CH:14][CH:13]=[CH:12][N:11]=1, predict the reactants needed to synthesize it. The reactants are: C(N(CC)CC)C.Cl.[Cl:9][C:10]1[C:15]([N:16]2[CH2:21][CH2:20][N:19]([CH2:22][CH2:23][NH:24][CH3:25])[CH2:18][CH2:17]2)=[CH:14][CH:13]=[CH:12][N:11]=1.[F:26][C:27]1[CH:32]=[CH:31][C:30]([S:33](Cl)(=[O:35])=[O:34])=[CH:29][CH:28]=1.